This data is from Full USPTO retrosynthesis dataset with 1.9M reactions from patents (1976-2016). The task is: Predict the reactants needed to synthesize the given product. The reactants are: Br[C:2]1[S:20][C:5]2[N:6]=[C:7]([CH3:19])[N:8]=[C:9]([CH2:10][N:11]3[CH2:16][CH2:15][S:14](=[O:18])(=[O:17])[CH2:13][CH2:12]3)[C:4]=2[CH:3]=1.CC1(C)C(C)(C)OB([C:29]2[CH2:36][CH2:35][C:32]3([CH2:34][CH2:33]3)[CH2:31][CH:30]=2)O1.C1(P(C2CCCCC2)C2C=CC=CC=2C2C(C(C)C)=CC(C(C)C)=CC=2C(C)C)CCCCC1.[O-]P([O-])([O-])=O.[K+].[K+].[K+]. Given the product [O:17]=[S:14]1(=[O:18])[CH2:15][CH2:16][N:11]([CH2:10][C:9]2[C:4]3[CH:3]=[C:2]([C:29]4[CH2:36][CH2:35][C:32]5([CH2:34][CH2:33]5)[CH2:31][CH:30]=4)[S:20][C:5]=3[N:6]=[C:7]([CH3:19])[N:8]=2)[CH2:12][CH2:13]1, predict the reactants needed to synthesize it.